From a dataset of Reaction yield outcomes from USPTO patents with 853,638 reactions. Predict the reaction yield, written as a fraction of the theoretical maximum amount of product (1.0 means a 100% yield; for example, 0.34 means a 34% yield). (1) No catalyst specified. The yield is 0.603. The reactants are C(C1C=CC(C(NC2C=CC(C3C=C4C(CN([C@@H](C(C)C)C(O)=O)C4=O)=CC=3)=NC=2)=O)=CC=1)(C)(C)C.[CH3:37][CH:38]([CH3:74])[C@H:39]([N:44]1[CH2:52][C:51]2[C:46](=[CH:47][C:48]([C:53]3[CH:58]=[N:57][C:56]([NH:59][C:60](=[O:72])[C:61]4[CH:66]=[CH:65][C:64]([CH2:67][CH2:68][CH2:69][CH2:70][CH3:71])=[CH:63][CH:62]=4)=[CH:55][N:54]=3)=[CH:49][CH:50]=2)[C:45]1=[O:73])[C:40]([O:42]C)=[O:41]. The product is [CH3:74][CH:38]([CH3:37])[C@H:39]([N:44]1[CH2:52][C:51]2[C:46](=[CH:47][C:48]([C:53]3[CH:58]=[N:57][C:56]([NH:59][C:60](=[O:72])[C:61]4[CH:62]=[CH:63][C:64]([CH2:67][CH2:68][CH2:69][CH2:70][CH3:71])=[CH:65][CH:66]=4)=[CH:55][N:54]=3)=[CH:49][CH:50]=2)[C:45]1=[O:73])[C:40]([OH:42])=[O:41]. (2) The reactants are C(C1C(=O)C(Cl)=C(Cl)C(=O)C=1C#N)#N.[C:15]([CH:17]1[CH:29]([C:30]([O:32][CH2:33][CH3:34])=[O:31])[C:28]2[C:27]3[C:22](=[CH:23][CH:24]=[CH:25][CH:26]=3)[NH:21][C:20]=2[C:19]2[CH2:35][CH2:36][CH2:37][C:18]1=2)#[N:16]. The catalyst is C1(C)C=CC=CC=1. The product is [C:15]([C:17]1[C:29]([C:30]([O:32][CH2:33][CH3:34])=[O:31])=[C:28]2[C:20]([NH:21][C:22]3[C:27]2=[CH:26][CH:25]=[CH:24][CH:23]=3)=[C:19]2[CH2:35][CH2:36][CH2:37][C:18]=12)#[N:16]. The yield is 0.380. (3) The reactants are [NH:1]1[C:9]2[C:4](=[CH:5][CH:6]=[CH:7][CH:8]=2)[C:3]2([CH2:13][O:12][C:11]3[CH:14]=[C:15]4[C:19](=[CH:20][C:10]2=3)[CH2:18][CH2:17][O:16]4)[C:2]1=[O:21].[Br:22][C:23]1[CH:30]=[CH:29][C:26]([CH2:27]Br)=[CH:25][CH:24]=1.C(=O)([O-])[O-].[Cs+].[Cs+]. The catalyst is CC(=O)CC. The product is [Br:22][C:23]1[CH:30]=[CH:29][C:26]([CH2:27][N:1]2[C:9]3[C:4](=[CH:5][CH:6]=[CH:7][CH:8]=3)[C:3]3([CH2:13][O:12][C:11]4[CH:14]=[C:15]5[C:19](=[CH:20][C:10]3=4)[CH2:18][CH2:17][O:16]5)[C:2]2=[O:21])=[CH:25][CH:24]=1. The yield is 0.890. (4) The reactants are C[O-].[Na+].Cl.[NH2:5][OH:6].C[O:8][C:9](=O)[CH2:10][CH2:11][CH2:12][CH2:13][CH2:14][NH:15][S:16]([C:19]1[CH:20]=[N:21][CH:22]=[CH:23][CH:24]=1)(=[O:18])=[O:17].[C:26]([OH:31])(=[O:30])[C:27]([OH:29])=[O:28]. The catalyst is CO. The product is [C:26]([OH:31])(=[O:30])[C:27]([OH:29])=[O:28].[OH:6][NH:5][C:9](=[O:8])[CH2:10][CH2:11][CH2:12][CH2:13][CH2:14][NH:15][S:16]([C:19]1[CH:20]=[N:21][CH:22]=[CH:23][CH:24]=1)(=[O:18])=[O:17]. The yield is 0.440. (5) The reactants are Cl[C:2]1[CH:3]=[C:4]([CH:9]=[CH:10][N:11]=1)[C:5]([O:7][CH3:8])=[O:6].[F:12][C:13]1[CH:18]=[C:17]([F:19])[C:16]([F:20])=[CH:15][C:14]=1B(O)O.C(=O)([O-])[O-].[K+].[K+].Cl. The catalyst is CO.CC(OC)(C)C.Cl[Pd]Cl.O.C(Cl)Cl. The product is [F:12][C:13]1[CH:18]=[C:17]([F:19])[C:16]([F:20])=[CH:15][C:14]=1[C:2]1[CH:3]=[C:4]([CH:9]=[CH:10][N:11]=1)[C:5]([O:7][CH3:8])=[O:6]. The yield is 0.330. (6) The yield is 0.500. The product is [Br:14][CH2:2][C@H:3]([NH:5][C:6](=[O:12])[O:7][C:8]([CH3:11])([CH3:10])[CH3:9])[CH3:4]. The reactants are O[CH2:2][C@H:3]([NH:5][C:6](=[O:12])[O:7][C:8]([CH3:11])([CH3:10])[CH3:9])[CH3:4].C(Br)(Br)(Br)[Br:14].C1(P(C2C=CC=CC=2)C2C=CC=CC=2)C=CC=CC=1.O. The catalyst is C(Cl)Cl. (7) The reactants are [CH2:1]([O:3][CH2:4][CH2:5][O:6][C:7]1[CH:12]=[CH:11][C:10]([CH2:13][CH2:14][Ge:15](C2C=CC(OC)=CC=2)([C:23]2[CH:28]=[CH:27][C:26]([CH3:29])=[CH:25][CH:24]=2)[C:16]2[CH:21]=[CH:20][C:19]([CH3:22])=[CH:18][CH:17]=2)=[CH:9][CH:8]=1)[CH3:2].[ClH:38]. The catalyst is CCOCC. The product is [Cl:38][Ge:15]([CH2:14][CH2:13][C:10]1[CH:11]=[CH:12][C:7]([O:6][CH2:5][CH2:4][O:3][CH2:1][CH3:2])=[CH:8][CH:9]=1)([C:23]1[CH:28]=[CH:27][C:26]([CH3:29])=[CH:25][CH:24]=1)[C:16]1[CH:21]=[CH:20][C:19]([CH3:22])=[CH:18][CH:17]=1. The yield is 0.980. (8) The reactants are [C:1]([C:5]1[CH:10]=[CH:9][CH:8]=[CH:7][C:6]=1[NH2:11])([CH3:4])([CH3:3])[CH3:2].[N+:12]([O-])([O-:14])=[O:13].[K+]. The catalyst is S(=O)(=O)(O)O. The product is [C:1]([C:5]1[CH:10]=[CH:9][C:8]([N+:12]([O-:14])=[O:13])=[CH:7][C:6]=1[NH2:11])([CH3:4])([CH3:2])[CH3:3]. The yield is 0.640. (9) The reactants are Cl[C:2]([O:4][CH2:5][CH2:6][CH2:7][Cl:8])=[O:3].[Cl:9][C:10]1[CH:11]=[C:12]([CH:17]2[CH2:21][NH:20][CH2:19][CH:18]2[N:22]([CH2:24][C:25]2[CH:30]=[CH:29][C:28]([C:31]([F:34])([F:33])[F:32])=[C:27]([F:35])[CH:26]=2)[CH3:23])[CH:13]=[CH:14][C:15]=1[Cl:16].C(N(CC)CC)C. The catalyst is C1COCC1. The product is [Cl:8][CH2:7][CH2:6][CH2:5][O:4][C:2]([N:20]1[CH2:19][CH:18]([N:22]([CH2:24][C:25]2[CH:30]=[CH:29][C:28]([C:31]([F:34])([F:32])[F:33])=[C:27]([F:35])[CH:26]=2)[CH3:23])[CH:17]([C:12]2[CH:13]=[CH:14][C:15]([Cl:16])=[C:10]([Cl:9])[CH:11]=2)[CH2:21]1)=[O:3]. The yield is 0.990.